This data is from Forward reaction prediction with 1.9M reactions from USPTO patents (1976-2016). The task is: Predict the product of the given reaction. (1) Given the reactants O1[C:5]2([CH2:9][CH2:8][CH:7]([O:10][CH2:11][C:12]3[C:13]([C:20]4[C:25]([Cl:26])=[CH:24][CH:23]=[CH:22][C:21]=4[Cl:27])=[N:14][O:15][C:16]=3[CH:17]3[CH2:19][CH2:18]3)[CH2:6]2)[O:4]CC1.Cl.C([O-])(O)=O.[Na+], predict the reaction product. The product is: [CH:17]1([C:16]2[O:15][N:14]=[C:13]([C:20]3[C:21]([Cl:27])=[CH:22][CH:23]=[CH:24][C:25]=3[Cl:26])[C:12]=2[CH2:11][O:10][CH:7]2[CH2:8][CH2:9][C:5](=[O:4])[CH2:6]2)[CH2:19][CH2:18]1. (2) Given the reactants [CH3:1][C:2]1[N:7]=[CH:6][C:5]([C:8]2[NH:9][C:10]3[CH:11]=[C:12]([NH:22]C(=O)OC(C)(C)C)[CH:13]=[C:14]4[C:20](=[O:21])[NH:19][N:18]=[CH:17][C:16]=2[C:15]=34)=[CH:4][CH:3]=1.[ClH:30], predict the reaction product. The product is: [Cl-:30].[CH3:1][C:2]1[N:7]=[CH:6][C:5]([C:8]2[NH:9][C:10]3[CH:11]=[C:12]([NH3+:22])[CH:13]=[C:14]4[C:20](=[O:21])[NH:19][N:18]=[CH:17][C:16]=2[C:15]=34)=[CH:4][CH:3]=1. (3) Given the reactants Br[CH2:2][CH2:3][CH2:4][CH2:5][CH2:6][CH2:7][CH2:8][OH:9].CN(C)C=O.[NH:15]1[CH:19]=[CH:18][N:17]=[CH:16]1.[H-].[Na+], predict the reaction product. The product is: [N:15]1([CH2:2][CH2:3][CH2:4][CH2:5][CH2:6][CH2:7][CH2:8][OH:9])[CH:19]=[CH:18][N:17]=[CH:16]1. (4) Given the reactants [Cl:1][C:2]1[CH:11]=[C:10]([CH:12]([OH:22])[CH2:13][CH2:14][C:15]2[CH:20]=[CH:19][CH:18]=[C:17]([OH:21])[CH:16]=2)[CH:9]=[CH:8][C:3]=1[C:4]([O:6]C)=[O:5].ClC1C=C(C(=O)CCC2C=CC=C(O)C=2)C=CC=1C(O)=O, predict the reaction product. The product is: [Cl:1][C:2]1[CH:11]=[C:10]([CH:12]([OH:22])[CH2:13][CH2:14][C:15]2[CH:20]=[CH:19][CH:18]=[C:17]([OH:21])[CH:16]=2)[CH:9]=[CH:8][C:3]=1[C:4]([OH:6])=[O:5].